From a dataset of Full USPTO retrosynthesis dataset with 1.9M reactions from patents (1976-2016). Predict the reactants needed to synthesize the given product. (1) The reactants are: F[C:2]1[CH:7]=[C:6](OC)[CH:5]=[C:4]([F:10])[C:3]=1[C:11]1[S:12][CH:13]=[C:14]([C:16]([OH:18])=[O:17])[N:15]=1.[CH:19]1(C2C=CC(F)=C(B(O)O)C=2)[CH2:21][CH2:20]1. Given the product [CH:19]1([C:7]2[CH:6]=[CH:5][C:4]([F:10])=[C:3]([C:11]3[S:12][CH:13]=[C:14]([C:16]([OH:18])=[O:17])[N:15]=3)[CH:2]=2)[CH2:21][CH2:20]1, predict the reactants needed to synthesize it. (2) Given the product [Br:2][C:3]1[CH:8]=[CH:7][C:6]([C:11](=[O:21])[CH2:12][CH2:13][CH2:14][CH2:15][CH2:16][CH2:17][CH2:18][CH2:19][CH3:20])=[C:5]([F:10])[CH:4]=1, predict the reactants needed to synthesize it. The reactants are: [I-].[Br:2][C:3]1[CH:8]=[CH:7][C:6]([Zn+])=[C:5]([F:10])[CH:4]=1.[C:11](Cl)(=[O:21])[CH2:12][CH2:13][CH2:14][CH2:15][CH2:16][CH2:17][CH2:18][CH2:19][CH3:20].